This data is from Retrosynthesis with 50K atom-mapped reactions and 10 reaction types from USPTO. The task is: Predict the reactants needed to synthesize the given product. (1) Given the product CC1CN1c1c(C=O)c2ccccc2n1-c1ccc(C(C)(C)C)cc1, predict the reactants needed to synthesize it. The reactants are: CC(C)(C)c1ccc(-n2c(Cl)c(C=O)c3ccccc32)cc1.CC1CN1. (2) Given the product CC(C)c1ccc(NC(=O)C2(NC(=O)OC(C)(C)C)CCN(C(=O)OCc3ccccc3)CC2)cc1, predict the reactants needed to synthesize it. The reactants are: CC(C)(C)OC(=O)NC1(C(=O)O)CCN(C(=O)OCc2ccccc2)CC1.CC(C)c1ccc(N)cc1. (3) The reactants are: Cc1ccc(S(=O)(=O)n2c3c(c4ccc(Br)cc42)CN(C(=O)OC(C)(C)C)CC3)cc1.O=C1CN(CCc2ccccc2)CCN1. Given the product Cc1ccc(S(=O)(=O)n2c3c(c4ccc(N5CCN(CCc6ccccc6)CC5=O)cc42)CN(C(=O)OC(C)(C)C)CC3)cc1, predict the reactants needed to synthesize it. (4) Given the product Cn1ncc2cc(-c3ccc(C#N)cc3)cc(COCC3(c4ccccc4)CCNCC3)c21, predict the reactants needed to synthesize it. The reactants are: Cn1ncc2cc(-c3ccc(C#N)cc3)cc(COCC3(c4ccccc4)CCN(C(=O)OC(C)(C)C)CC3)c21. (5) Given the product COc1ccc(COc2cc(C)n(-c3cc(Cl)ncc3C)c(=O)c2)cc1, predict the reactants needed to synthesize it. The reactants are: COc1ccc(CBr)cc1.Cc1cnc(Cl)cc1-n1c(C)cc(O)cc1=O. (6) Given the product COc1cc(-c2cnc3c(n2)c(I)cn3S(=O)(=O)c2ccc(C)cc2)cc(OC)c1OC, predict the reactants needed to synthesize it. The reactants are: COc1cc(-c2cnc3[nH]cc(I)c3n2)cc(OC)c1OC.Cc1ccc(S(=O)(=O)Cl)cc1. (7) Given the product CN1CCN(c2nc(-c3ccc(Br)cc3)cs2)C1=O, predict the reactants needed to synthesize it. The reactants are: CI.O=C1NCCN1c1nc(-c2ccc(Br)cc2)cs1. (8) Given the product COc1cccc(-c2nc3nc(-c4ccccc4)ccc3[nH]2)c1, predict the reactants needed to synthesize it. The reactants are: COc1cccc(C(=O)O)c1.Nc1ccc(-c2ccccc2)nc1N. (9) Given the product Cc1c(CCC(=O)OC(C)(C)C)ccc(OCc2cc(F)cc3sc(C(F)(F)F)nc23)c1C, predict the reactants needed to synthesize it. The reactants are: Cc1c(O)ccc(CCC(=O)OC(C)(C)C)c1C.OCc1cc(F)cc2sc(C(F)(F)F)nc12. (10) Given the product O=[N+]([O-])c1ccc(C=Cc2nccn2Cc2ccccn2)o1, predict the reactants needed to synthesize it. The reactants are: ClCc1ccccn1.O=[N+]([O-])c1ccc(C=Cc2ncc[nH]2)o1.